This data is from Peptide-MHC class II binding affinity with 134,281 pairs from IEDB. The task is: Regression. Given a peptide amino acid sequence and an MHC pseudo amino acid sequence, predict their binding affinity value. This is MHC class II binding data. The peptide sequence is QFKPEEITGIMKDFD. The MHC is HLA-DQA10102-DQB10602 with pseudo-sequence HLA-DQA10102-DQB10602. The binding affinity (normalized) is 0.271.